Predict the reactants needed to synthesize the given product. From a dataset of Retrosynthesis with 50K atom-mapped reactions and 10 reaction types from USPTO. (1) Given the product Fc1ccc(-n2cnc3ccc(-c4ccnn4-c4ccc(C(F)(F)F)cc4)cc32)c(F)c1, predict the reactants needed to synthesize it. The reactants are: Fc1ccc(-n2cnc3ccc(Br)cc32)c(F)c1.OB(O)c1ccnn1-c1ccc(C(F)(F)F)cc1. (2) Given the product CC(CC(=O)O)(c1ccccc1)c1ccccc1, predict the reactants needed to synthesize it. The reactants are: CCOC(=O)CC(C)(c1ccccc1)c1ccccc1. (3) Given the product COC(=O)CCCC=CCC1C(O)CC(OCc2ccccc2Br)C1C=O, predict the reactants needed to synthesize it. The reactants are: COC(=O)CCCC=CCC1C(O)CC(OCc2ccccc2Br)C1C1OCCO1. (4) Given the product CN1CCC(OC(=O)N2c3ccccc3NC(=O)c3ccccc32)CC1, predict the reactants needed to synthesize it. The reactants are: CN1CCC(O)CC1.O=C1Nc2ccccc2N(C(=O)Cl)c2ccccc21. (5) Given the product CC(=O)c1sc(NS(=O)(=O)c2c(C)cc(Cl)cc2Cl)nc1C, predict the reactants needed to synthesize it. The reactants are: CC(=O)c1sc(N)nc1C.Cc1cc(Cl)cc(Cl)c1S(=O)(=O)Cl. (6) Given the product CCOC(=O)CCc1cc(OCc2cccc(OCc3nc(-c4ccccc4)oc3C)c2)nn1-c1ccccc1, predict the reactants needed to synthesize it. The reactants are: CCOC(=O)CCc1cc(O)nn1-c1ccccc1.Cc1oc(-c2ccccc2)nc1COc1cccc(CCl)c1.